Task: Predict the product of the given reaction.. Dataset: Forward reaction prediction with 1.9M reactions from USPTO patents (1976-2016) (1) Given the reactants Br[C:2]1[C:10]2[C:5](=[CH:6][CH:7]=[C:8]([C:11]([O:13][CH2:14][CH3:15])=[O:12])[CH:9]=2)[N:4]([C:16]([C:29]2[CH:34]=[CH:33][CH:32]=[CH:31][CH:30]=2)([C:23]2[CH:28]=[CH:27][CH:26]=[CH:25][CH:24]=2)[C:17]2[CH:22]=[CH:21][CH:20]=[CH:19][CH:18]=2)[N:3]=1.[N:35]1[CH:40]=[CH:39][C:38](B2OC(C)(C)C(C)(C)O2)=[CH:37][CH:36]=1.C(=O)([O-])[O-].[Na+].[Na+], predict the reaction product. The product is: [N:35]1[CH:40]=[CH:39][C:38]([C:2]2[C:10]3[C:5](=[CH:6][CH:7]=[C:8]([C:11]([O:13][CH2:14][CH3:15])=[O:12])[CH:9]=3)[N:4]([C:16]([C:29]3[CH:34]=[CH:33][CH:32]=[CH:31][CH:30]=3)([C:23]3[CH:28]=[CH:27][CH:26]=[CH:25][CH:24]=3)[C:17]3[CH:22]=[CH:21][CH:20]=[CH:19][CH:18]=3)[N:3]=2)=[CH:37][CH:36]=1. (2) Given the reactants C(OC([NH:8][C:9]([CH3:33])([CH3:32])[CH2:10][CH2:11][N:12]1[CH:16]=[C:15]([C:17]2[CH:31]=[CH:30][C:20]([O:21][C:22]([CH3:29])([CH3:28])[C:23]([O:25][CH2:26][CH3:27])=[O:24])=[CH:19][CH:18]=2)[N:14]=[CH:13]1)=O)(C)(C)C, predict the reaction product. The product is: [NH2:8][C:9]([CH3:32])([CH3:33])[CH2:10][CH2:11][N:12]1[CH:16]=[C:15]([C:17]2[CH:31]=[CH:30][C:20]([O:21][C:22]([CH3:28])([CH3:29])[C:23]([O:25][CH2:26][CH3:27])=[O:24])=[CH:19][CH:18]=2)[N:14]=[CH:13]1. (3) Given the reactants [Br:1][C:2]1[CH:3]=[C:4]2[C:9](=[CH:10][CH:11]=1)[N:8]=[CH:7][C:6]([N+:12]([O-:14])=[O:13])=[C:5]2Cl.[NH2:16][C:17]1[CH:22]=[CH:21][C:20]([N:23]2[CH2:28][CH2:27][CH:26]([C:29]([O:31][CH3:32])=[O:30])[CH2:25][CH2:24]2)=[C:19]([C:33]([F:36])([F:35])[F:34])[CH:18]=1.C([O-])(O)=O.[Na+], predict the reaction product. The product is: [Br:1][C:2]1[CH:3]=[C:4]2[C:9](=[CH:10][CH:11]=1)[N:8]=[CH:7][C:6]([N+:12]([O-:14])=[O:13])=[C:5]2[NH:16][C:17]1[CH:22]=[CH:21][C:20]([N:23]2[CH2:28][CH2:27][CH:26]([C:29]([O:31][CH3:32])=[O:30])[CH2:25][CH2:24]2)=[C:19]([C:33]([F:36])([F:34])[F:35])[CH:18]=1. (4) Given the reactants Cl[C:2]1[N:7]=[C:6]([NH:8][CH2:9][C:10]2[CH:11]=[C:12]([CH:15]=[CH:16][CH:17]=2)[C:13]#[N:14])[CH:5]=[N:4][CH:3]=1.[NH:18]1[CH2:23][CH2:22][NH:21][CH2:20][CH2:19]1.CC(C)([O-])C.[Na+].C1C=CC(P(C2C(C3C(P(C4C=CC=CC=4)C4C=CC=CC=4)=CC=C4C=3C=CC=C4)=C3C(C=CC=C3)=CC=2)C2C=CC=CC=2)=CC=1, predict the reaction product. The product is: [N:18]1([C:2]2[CH:3]=[N:4][CH:5]=[C:6]([NH:8][CH2:9][C:10]3[CH:11]=[C:12]([CH:15]=[CH:16][CH:17]=3)[C:13]#[N:14])[N:7]=2)[CH2:23][CH2:22][NH:21][CH2:20][CH2:19]1. (5) Given the reactants [CH2:1]([N:8]1[CH:12]=[C:11]([C:13]2[CH:18]=[C:17]([F:19])[CH:16]=[CH:15][C:14]=2[F:20])[N:10]=[C:9]1[C@@H:21]([CH:54]1[CH2:59][CH2:58][O:57][CH2:56][CH2:55]1)[N:22]([CH2:40][C@H:41]1[C@@H:45]([F:46])[CH2:44][N:43]([C:47]([O:49][C:50]([CH3:53])([CH3:52])[CH3:51])=[O:48])[CH2:42]1)[C:23]([NH:25][C@@H:26]([CH3:39])[CH2:27]OS(C1C=CC(C)=CC=1)(=O)=O)=[O:24])[C:2]1[CH:7]=[CH:6][CH:5]=[CH:4][CH:3]=1.[N-:60]=[N+:61]=[N-:62].[Na+], predict the reaction product. The product is: [N:60]([CH2:39][C@@H:26]([NH:25][C:23](=[O:24])[N:22]([CH2:40][C@H:41]1[C@@H:45]([F:46])[CH2:44][N:43]([C:47]([O:49][C:50]([CH3:51])([CH3:53])[CH3:52])=[O:48])[CH2:42]1)[C@@H:21]([C:9]1[N:8]([CH2:1][C:2]2[CH:3]=[CH:4][CH:5]=[CH:6][CH:7]=2)[CH:12]=[C:11]([C:13]2[CH:18]=[C:17]([F:19])[CH:16]=[CH:15][C:14]=2[F:20])[N:10]=1)[CH:54]1[CH2:59][CH2:58][O:57][CH2:56][CH2:55]1)[CH3:27])=[N+:61]=[N-:62]. (6) The product is: [CH3:16][CH:8]([C:5]1[CH:6]=[CH:7][C:2]([N:21]2[C:22]3[CH2:23][CH2:24][CH2:25][CH2:26][C:27]=3[C:19]([C:18]([F:17])([F:29])[F:28])=[N:20]2)=[CH:3][CH:4]=1)[C:9](=[O:10])[N:11]1[CH2:15][CH2:14][CH2:13][CH2:12]1. Given the reactants Br[C:2]1[CH:7]=[CH:6][C:5]([CH:8]([CH3:16])[C:9]([N:11]2[CH2:15][CH2:14][CH2:13][CH2:12]2)=[O:10])=[CH:4][CH:3]=1.[F:17][C:18]([F:29])([F:28])[C:19]1[C:27]2[CH2:26][CH2:25][CH2:24][CH2:23][C:22]=2[NH:21][N:20]=1.CN(C)CC(O)=O.C(=O)([O-])[O-].[K+].[K+], predict the reaction product.